From a dataset of Catalyst prediction with 721,799 reactions and 888 catalyst types from USPTO. Predict which catalyst facilitates the given reaction. (1) Reactant: [CH2:1]([O:8][C:9]1[CH:14]=[CH:13][C:12]([OH:15])=[C:11]([CH2:16][CH2:17][CH3:18])[CH:10]=1)[C:2]1[CH:7]=[CH:6][CH:5]=[CH:4][CH:3]=1.[H-].[Na+].Br[CH2:22][C:23]([O:25][CH2:26][CH3:27])=[O:24]. Product: [CH2:26]([O:25][C:23](=[O:24])[CH2:22][O:15][C:12]1[CH:13]=[CH:14][C:9]([O:8][CH2:1][C:2]2[CH:3]=[CH:4][CH:5]=[CH:6][CH:7]=2)=[CH:10][C:11]=1[CH2:16][CH2:17][CH3:18])[CH3:27]. The catalyst class is: 3. (2) Reactant: [Cl:1][C:2]1[CH:7]=[CH:6][C:5]([C@H:8]([N:21]2[CH:26]=[CH:25][C:24]([C:27]3[CH:32]=[CH:31][N:30]=[C:29](S(C)(=O)=O)[N:28]=3)=[CH:23][C:22]2=[O:37])[C@@H:9]2[CH2:13][CH2:12][N:11](C(OC(C)(C)C)=O)[CH2:10]2)=[CH:4][C:3]=1[F:38].[O:39]1[CH2:44][CH2:43][CH:42]([NH2:45])[CH2:41][CH2:40]1. Product: [Cl:1][C:2]1[CH:7]=[CH:6][C:5]([C@@H:8]([C@@H:9]2[CH2:13][CH2:12][NH:11][CH2:10]2)[N:21]2[CH:26]=[CH:25][C:24]([C:27]3[CH:32]=[CH:31][N:30]=[C:29]([NH:45][CH:42]4[CH2:43][CH2:44][O:39][CH2:40][CH2:41]4)[N:28]=3)=[CH:23][C:22]2=[O:37])=[CH:4][C:3]=1[F:38]. The catalyst class is: 474. (3) Reactant: Br[C:2]1[S:6][C:5]([C:7]([CH:10]2[CH2:15][CH2:14][N:13]([C:16]([O:18][C:19]([CH3:22])([CH3:21])[CH3:20])=[O:17])[CH2:12][CH2:11]2)([OH:9])[CH3:8])=[N:4][CH:3]=1.O.[NH2:24][C:25]1[CH:26]=[C:27](B(O)O)[CH:28]=[CH:29][CH:30]=1.C([O-])([O-])=O.[Na+].[Na+]. The catalyst class is: 104. Product: [NH2:24][C:25]1[CH:30]=[C:29]([C:2]2[S:6][C:5]([C:7]([CH:10]3[CH2:15][CH2:14][N:13]([C:16]([O:18][C:19]([CH3:22])([CH3:21])[CH3:20])=[O:17])[CH2:12][CH2:11]3)([OH:9])[CH3:8])=[N:4][CH:3]=2)[CH:28]=[CH:27][CH:26]=1. (4) Reactant: [N:1]12[CH2:9][CH2:8][CH:5]([CH2:6][CH2:7]1)[N:4]([C:10]1[CH:15]=[CH:14][C:13]([NH2:16])=[CH:12][CH:11]=1)[CH2:3][CH2:2]2.[C:17]([Cl:25])(=[O:24])[C:18]1[CH:23]=[CH:22][CH:21]=[CH:20][CH:19]=1. Product: [ClH:25].[N:1]12[CH2:9][CH2:8][CH:5]([CH2:6][CH2:7]1)[N:4]([C:10]1[CH:15]=[CH:14][C:13]([NH:16][C:17](=[O:24])[C:18]3[CH:23]=[CH:22][CH:21]=[CH:20][CH:19]=3)=[CH:12][CH:11]=1)[CH2:3][CH2:2]2. The catalyst class is: 4. (5) Reactant: [CH3:1][C:2]1[CH:7]=[C:6]([N:8](C)[C:9]2[CH:14]=[CH:13][N:12]=[C:11]([C:15]3[CH:20]=[CH:19][CH:18]=[CH:17][CH:16]=3)[N:10]=2)[N:5]=[C:4]([NH:22][C@@H:23]([CH3:33])[CH2:24][C:25]2[CH:26]=[C:27]([CH:30]=[CH:31][CH:32]=2)[C:28]#[N:29])[N:3]=1.O1CCOC[CH2:35]1. Product: [NH2:29][CH2:28][C:27]1[CH:26]=[C:25]([CH2:24][CH:23]([NH:22][C:4]2[NH:5][C@:6]([CH3:35])([NH:8][C:9]3[CH:14]=[CH:13][N:12]=[C:11]([C:15]4[CH:16]=[CH:17][CH:18]=[CH:19][CH:20]=4)[N:10]=3)[CH:7]=[C:2]([CH3:1])[N:3]=2)[CH3:33])[CH:32]=[CH:31][CH:30]=1. The catalyst class is: 181. (6) Reactant: [CH3:1][C:2]1[C:16](=[O:17])[N:15]=[C:14]2[N:4]([C@@H:5]3[O:9][C@H:8]([CH2:10][OH:11])[C@@H:7]([OH:12])[C@@H:6]3[O:13]2)[CH:3]=1.[CH3:18][SH:19].CN(C)C(N(C)C)=N. Product: [CH3:18][S:19][C@@H:6]1[C@H:7]([OH:12])[C@@H:8]([CH2:10][OH:11])[O:9][C@H:5]1[N:4]1[CH:3]=[C:2]([CH3:1])[C:16](=[O:17])[NH:15][C:14]1=[O:13]. The catalyst class is: 3. (7) Reactant: C1(P(C2CCCCC2)C2CCCCC2)CCCCC1.C([O-])(=O)C.[K+].[B:34]1([B:34]2[O:38][C:37]([CH3:40])([CH3:39])[C:36]([CH3:42])([CH3:41])[O:35]2)[O:38][C:37]([CH3:40])([CH3:39])[C:36]([CH3:42])([CH3:41])[O:35]1.Br[C:44]1[CH:49]=[CH:48][C:47]([S:50][CH3:51])=[C:46]([C:52]([F:55])([F:54])[F:53])[CH:45]=1. Product: [CH3:40][C:37]1([CH3:39])[C:36]([CH3:41])([CH3:42])[O:35][B:34]([C:44]2[CH:49]=[CH:48][C:47]([S:50][CH3:51])=[C:46]([C:52]([F:55])([F:54])[F:53])[CH:45]=2)[O:38]1. The catalyst class is: 62.